This data is from Full USPTO retrosynthesis dataset with 1.9M reactions from patents (1976-2016). The task is: Predict the reactants needed to synthesize the given product. The reactants are: [C:1]([NH:20][C@H:21]([C:25]([O:27][CH2:28][CH:29]([CH2:36][O:37][C:38](=[O:56])[CH2:39][CH2:40][CH2:41][CH2:42][CH2:43][CH2:44][CH2:45][CH2:46][CH2:47][CH2:48][CH2:49][CH2:50][CH2:51][CH2:52][CH2:53][CH2:54][CH3:55])[CH2:30][CH2:31][CH2:32][C:33]([OH:35])=[O:34])=[O:26])[CH:22]([CH3:24])[CH3:23])([C:14]1[CH:19]=[CH:18][CH:17]=[CH:16][CH:15]=1)([C:8]1[CH:13]=[CH:12][CH:11]=[CH:10][CH:9]=1)[C:2]1[CH:7]=[CH:6][CH:5]=[CH:4][CH:3]=1.[F:57][C@@H:58]1[C@@H:62]([CH2:63]O)[O:61][C@@H:60]([N:65]2[C:75]3[N:74]=[C:72]([NH2:73])[NH:71][C:69](=[O:70])[C:68]=3[N:67]=[CH:66]2)[CH2:59]1.CN(C1C=CC=CN=1)C.C1CCC(N=C=NC2CCCCC2)CC1. Given the product [F:57][C@@H:58]1[C@@H:62]([CH2:63][O:34][C:33](=[O:35])[CH2:32][CH2:31][CH2:30][CH:29]([CH2:28][O:27][C:25](=[O:26])[C@H:21]([CH:22]([CH3:24])[CH3:23])[NH:20][C:1]([C:14]2[CH:19]=[CH:18][CH:17]=[CH:16][CH:15]=2)([C:2]2[CH:7]=[CH:6][CH:5]=[CH:4][CH:3]=2)[C:8]2[CH:13]=[CH:12][CH:11]=[CH:10][CH:9]=2)[CH2:36][O:37][C:38](=[O:56])[CH2:39][CH2:40][CH2:41][CH2:42][CH2:43][CH2:44][CH2:45][CH2:46][CH2:47][CH2:48][CH2:49][CH2:50][CH2:51][CH2:52][CH2:53][CH2:54][CH3:55])[O:61][C@@H:60]([N:65]2[C:75]3[N:74]=[C:72]([NH2:73])[NH:71][C:69](=[O:70])[C:68]=3[N:67]=[CH:66]2)[CH2:59]1, predict the reactants needed to synthesize it.